This data is from Catalyst prediction with 721,799 reactions and 888 catalyst types from USPTO. The task is: Predict which catalyst facilitates the given reaction. The catalyst class is: 227. Reactant: [CH2:1]([C:5]1[C:14]([C:15]#[N:16])=[C:13]([C:17]2[CH:22]=[CH:21][CH:20]=[CH:19][CH:18]=2)[C:12]2[C:7](=[CH:8][CH:9]=[C:10]([O:23][CH3:24])[CH:11]=2)[N:6]=1)[CH:2]([CH3:4])[CH3:3].N.O1CCCC1. Product: [CH2:1]([C:5]1[C:14]([CH2:15][NH2:16])=[C:13]([C:17]2[CH:18]=[CH:19][CH:20]=[CH:21][CH:22]=2)[C:12]2[C:7](=[CH:8][CH:9]=[C:10]([O:23][CH3:24])[CH:11]=2)[N:6]=1)[CH:2]([CH3:4])[CH3:3].